This data is from Full USPTO retrosynthesis dataset with 1.9M reactions from patents (1976-2016). The task is: Predict the reactants needed to synthesize the given product. Given the product [CH2:1]([O:3][C:4]1[CH:5]=[C:6]([CH:10]2[O:15][C:14]3[CH:16]=[CH:17][CH:18]=[C:19]([C:20]([NH2:25])=[O:22])[C:13]=3[O:12][CH2:11]2)[CH:7]=[N:8][CH:9]=1)[CH3:2], predict the reactants needed to synthesize it. The reactants are: [CH2:1]([O:3][C:4]1[CH:5]=[C:6]([CH:10]2[O:15][C:14]3[CH:16]=[CH:17][CH:18]=[C:19]([C:20]([OH:22])=O)[C:13]=3[O:12][CH2:11]2)[CH:7]=[N:8][CH:9]=1)[CH3:2].C(N1C=CN=C1)([N:25]1C=CN=C1)=O.[OH-].[NH4+].O.